This data is from Reaction yield outcomes from USPTO patents with 853,638 reactions. The task is: Predict the reaction yield, written as a fraction of the theoretical maximum amount of product (1.0 means a 100% yield; for example, 0.34 means a 34% yield). (1) The reactants are [Br:1][C:2]1[CH:3]=[C:4]([CH:28]=[CH:29][CH:30]=1)[CH2:5][C:6]1[O:7][C:8]([CH3:27])=[C:9]([CH3:26])[C:10]=1[C:11]([C:13]1[CH:18]=[C:17]([CH:19]([CH3:21])[CH3:20])[C:16]([OH:22])=[C:15]([CH:23]([CH3:25])[CH3:24])[CH:14]=1)=[O:12].Cl[S:32]([C:35]1[CH:43]=[CH:42][C:38]([C:39]([OH:41])=[O:40])=[C:37]([OH:44])[CH:36]=1)(=[O:34])=[O:33]. No catalyst specified. The product is [Br:1][C:2]1[CH:3]=[C:4]([CH:28]=[CH:29][CH:30]=1)[CH2:5][C:6]1[O:7][C:8]([CH3:27])=[C:9]([CH3:26])[C:10]=1[C:11]([C:13]1[CH:14]=[C:15]([CH:23]([CH3:24])[CH3:25])[C:16]([O:22][S:32]([C:35]2[CH:43]=[CH:42][C:38]([C:39]([OH:41])=[O:40])=[C:37]([OH:44])[CH:36]=2)(=[O:34])=[O:33])=[C:17]([CH:19]([CH3:21])[CH3:20])[CH:18]=1)=[O:12]. The yield is 0.540. (2) The reactants are [C:1]1([C:7]2C=CC3C(=CC(C(O)=O)=CC=3)[N:8]=2)[CH:6]=[CH:5][CH:4]=[CH:3][CH:2]=1.C[O:21][C:22](=[O:32])C1C=CC(C=O)=C(N)C=1.[Br:33][C:34]1[CH:39]=[CH:38][CH:37]=[CH:36][C:35]=1[C:40](=O)[CH2:41][C:42]1[CH:47]=[CH:46][CH:45]=[CH:44][CH:43]=1.[OH-].[K+]. The catalyst is C(O)C. The product is [Br:33][C:34]1[CH:39]=[CH:38][CH:37]=[CH:36][C:35]=1[C:40]1[C:7]([C:1]2[CH:6]=[CH:5][CH:4]=[CH:3][CH:2]=2)=[N:8][C:47]2[C:42]([CH:41]=1)=[CH:43][C:44]([C:22]([OH:32])=[O:21])=[CH:45][CH:46]=2. The yield is 0.400. (3) The reactants are [F:1][C:2]1[CH:10]=[C:9]2[C:5]([C:6]([C:12]3[N:17]=[C:16]4[C:18]([C:21]([NH:23][CH2:24][C:25]5([OH:36])[CH2:28][N:27](C(OC(C)(C)C)=O)[CH2:26]5)=[O:22])=[CH:19][NH:20][C:15]4=[N:14][CH:13]=3)=[N:7][N:8]2[CH3:11])=[CH:4][CH:3]=1.[F:37][C:38]([F:43])([F:42])[C:39]([OH:41])=[O:40]. The catalyst is ClCCl. The product is [F:37][C:38]([F:43])([F:42])[C:39]([OH:41])=[O:40].[F:1][C:2]1[CH:10]=[C:9]2[C:5]([C:6]([C:12]3[N:17]=[C:16]4[C:18]([C:21]([NH:23][CH2:24][C:25]5([OH:36])[CH2:28][NH:27][CH2:26]5)=[O:22])=[CH:19][NH:20][C:15]4=[N:14][CH:13]=3)=[N:7][N:8]2[CH3:11])=[CH:4][CH:3]=1. The yield is 0.0900. (4) The product is [I:23][C:20]1[CH:21]=[CH:22][C:14]2[NH:13][C:2](=[O:4])[O:17][C:16](=[O:18])[C:15]=2[CH:19]=1. The yield is 0.880. The reactants are Cl[C:2](Cl)([O:4]C(=O)OC(Cl)(Cl)Cl)Cl.[NH2:13][C:14]1[CH:22]=[CH:21][C:20]([I:23])=[CH:19][C:15]=1[C:16]([OH:18])=[O:17]. The catalyst is O1CCCC1. (5) The reactants are Cl[C:2]1[N:7]=[C:6]([NH:8][C:9]2[CH:14]=[CH:13][C:12]([N:15]3[CH2:20][CH2:19][O:18][CH2:17][CH2:16]3)=[CH:11][CH:10]=2)[CH:5]=[N:4][CH:3]=1.[N:21]1[C:25]2[CH:26]=[CH:27][CH:28]=[CH:29][C:24]=2[NH:23][CH:22]=1. No catalyst specified. The product is [N:21]1([C:2]2[N:7]=[C:6]([NH:8][C:9]3[CH:14]=[CH:13][C:12]([N:15]4[CH2:20][CH2:19][O:18][CH2:17][CH2:16]4)=[CH:11][CH:10]=3)[CH:5]=[N:4][CH:3]=2)[C:25]2[CH:26]=[CH:27][CH:28]=[CH:29][C:24]=2[N:23]=[CH:22]1. The yield is 0.310. (6) The yield is 0.815. The catalyst is O1CCOCC1.O. The reactants are [CH2:1]([NH3+:7])[C@H:2]([OH:6])[C:3]([O-:5])=[O:4].CN1CCOCC1.[CH3:15][C:16]([O:19][C:20](O[C:20]([O:19][C:16]([CH3:18])([CH3:17])[CH3:15])=[O:21])=[O:21])([CH3:18])[CH3:17].NCC(O)=O.C([O-])(O)=O.[Na+]. The product is [C:20]([NH:7][CH2:1][C@H:2]([OH:6])[C:3]([OH:5])=[O:4])([O:19][C:16]([CH3:18])([CH3:17])[CH3:15])=[O:21]. (7) The reactants are [CH2:1]([O:3][C:4]1[CH:5]=[C:6]([C:13]2[O:17][N:16]=[C:15]([C:18]3[CH:19]=[CH:20][C:21]4[O:25][C:24](C=O)=[CH:23][C:22]=4[CH:28]=3)[N:14]=2)[CH:7]=[CH:8][C:9]=1[O:10][CH2:11][CH3:12])[CH3:2].C[CH2:30][N:31]([CH:35](C)C)[CH:32]([CH3:34])C.[BH-]([O:47][C:48](C)=[O:49])(OC(C)=O)OC(C)=O.[Na+].[CH3:52]C(O)=O. The catalyst is ClCCCl.CO.CCOC(C)=O. The product is [CH2:1]([O:3][C:4]1[CH:5]=[C:6]([C:13]2[O:17][N:16]=[C:15]([C:18]3[CH:19]=[CH:20][C:21]4[O:25][C:24]([CH2:35][N:31]5[CH2:30][CH:34]([C:48]([O:47][CH3:52])=[O:49])[CH2:32]5)=[CH:23][C:22]=4[CH:28]=3)[N:14]=2)[CH:7]=[CH:8][C:9]=1[O:10][CH2:11][CH3:12])[CH3:2]. The yield is 0.680. (8) The reactants are [Cl:1][C:2]1[CH:3]=[C:4]([CH:8]=[CH:9][N:10]=1)[C:5]([OH:7])=O.[F:11][C:12]([F:22])([F:21])[C:13]1[CH:14]=[C:15]([CH:18]=[CH:19][CH:20]=1)[CH2:16][NH2:17].CCN=C=NCCCN(C)C.Cl. The catalyst is ClCCl.CN(C)C1C=CN=CC=1. The product is [F:11][C:12]([F:21])([F:22])[C:13]1[CH:14]=[C:15]([CH:18]=[CH:19][CH:20]=1)[CH2:16][NH:17][C:5](=[O:7])[C:4]1[CH:8]=[CH:9][N:10]=[C:2]([Cl:1])[CH:3]=1. The yield is 0.630. (9) The reactants are [C:1]1([CH2:11][NH:12][C:13]2[CH:18]=C[C:16](C)=[CH:15][C:14]=2[NH2:20])[C:10]2[C:5](=[CH:6][CH:7]=[CH:8][CH:9]=2)[CH:4]=[CH:3][CH:2]=1.[SH-:21].[C+4:22].[SH-].[SH-].[SH-].[CH2:26](O)[CH3:27]. No catalyst specified. The product is [C:1]1([CH2:11][N:12]2[C:13]3[CH:18]=[C:26]([CH3:27])[CH:16]=[CH:15][C:14]=3[N:20]=[C:22]2[SH:21])[C:10]2[C:5](=[CH:6][CH:7]=[CH:8][CH:9]=2)[CH:4]=[CH:3][CH:2]=1. The yield is 0.440. (10) The reactants are [F:1][C:2]1([F:21])[CH2:4][CH:3]1[CH2:5][N:6]1[CH2:10][CH2:9][N:8]([C:11]2[S:12][C:13]([C:17]([OH:19])=O)=[C:14]([CH3:16])[N:15]=2)[C:7]1=[O:20].F[B-](F)(F)F.N1(OC(N(C)C)=[N+](C)C)C2C=CC=CC=2N=N1.ON1C2C=CC=CC=2N=N1.C(N(CC)C(C)C)(C)C.[NH2:63][CH2:64][C:65]1[CH:66]=[N:67][CH:68]=[CH:69][CH:70]=1.C(=O)(O)[O-].[Na+]. The catalyst is O1CCCC1. The product is [F:21][C:2]1([F:1])[CH2:4][CH:3]1[CH2:5][N:6]1[CH2:10][CH2:9][N:8]([C:11]2[S:12][C:13]([C:17]([NH:63][CH2:64][C:65]3[CH:66]=[N:67][CH:68]=[CH:69][CH:70]=3)=[O:19])=[C:14]([CH3:16])[N:15]=2)[C:7]1=[O:20]. The yield is 0.810.